The task is: Predict the product of the given reaction.. This data is from Forward reaction prediction with 1.9M reactions from USPTO patents (1976-2016). (1) Given the reactants [NH2:1][CH2:2][C:3]1[CH:8]=[CH:7][C:6]([CH:9]([CH3:28])[C:10]([NH:12][CH2:13][C:14]2[C:15]([O:24][CH:25]([CH3:27])[CH3:26])=[N:16][C:17]([C:20]([F:23])([F:22])[F:21])=[CH:18][CH:19]=2)=[O:11])=[CH:5][C:4]=1[O:29][CH3:30].[CH3:31][S:32](Cl)(=[O:34])=[O:33], predict the reaction product. The product is: [CH:25]([O:24][C:15]1[C:14]([CH2:13][NH:12][C:10](=[O:11])[CH:9]([C:6]2[CH:7]=[CH:8][C:3]([CH2:2][NH:1][S:32]([CH3:31])(=[O:34])=[O:33])=[C:4]([O:29][CH3:30])[CH:5]=2)[CH3:28])=[CH:19][CH:18]=[C:17]([C:20]([F:22])([F:23])[F:21])[N:16]=1)([CH3:27])[CH3:26]. (2) Given the reactants [NH2:1][C:2]1[S:6][N:5]=[C:4](/[C:7](=[N:37]/[O:38][C:39]([C:42]([OH:44])=[O:43])([CH3:41])[CH3:40])/[C:8]([NH:10][C@@H:11]2[C:35](=[O:36])[N:13]3[C:14]([C:32]([O-:34])=[O:33])=[C:15]([CH2:18][N+:19]4[N:20]([CH3:31])[C:21]([NH:28]C=O)=[C:22]([CH2:24][NH:25]C=O)[CH:23]=4)[CH2:16][S:17][C@H:12]23)=[O:9])[N:3]=1.Cl.C(=O)([O-])O.[Na+], predict the reaction product. The product is: [NH2:1][C:2]1[S:6][N:5]=[C:4](/[C:7](=[N:37]/[O:38][C:39]([C:42]([OH:44])=[O:43])([CH3:41])[CH3:40])/[C:8]([NH:10][C@@H:11]2[C:35](=[O:36])[N:13]3[C:14]([C:32]([O-:34])=[O:33])=[C:15]([CH2:18][N+:19]4[N:20]([CH3:31])[C:21]([NH2:28])=[C:22]([CH2:24][NH2:25])[CH:23]=4)[CH2:16][S:17][C@H:12]23)=[O:9])[N:3]=1. (3) Given the reactants [Cl:1][C:2]1[CH:7]=[CH:6][CH:5]=[CH:4][C:3]=1[N:8]1[C:17]2[C:12](=[C:13]([C:20]3[CH:25]=[CH:24][CH:23]=[CH:22][C:21]=3[Cl:26])[CH:14]=[C:15]([O:18][CH3:19])[CH:16]=2)[CH2:11][CH2:10][C:9]1=[O:27], predict the reaction product. The product is: [Cl:1][C:2]1[CH:7]=[CH:6][CH:5]=[CH:4][C:3]=1[N:8]1[C:17]2[C:12](=[C:13]([C:20]3[CH:25]=[CH:24][CH:23]=[CH:22][C:21]=3[Cl:26])[CH:14]=[C:15]([O:18][CH3:19])[CH:16]=2)[CH:11]=[CH:10][C:9]1=[O:27].